This data is from Full USPTO retrosynthesis dataset with 1.9M reactions from patents (1976-2016). The task is: Predict the reactants needed to synthesize the given product. (1) Given the product [F:1][CH:2]([F:34])[C:3]1[N:24]([S:25]([C:28]2[CH:29]=[CH:30][CH:31]=[CH:32][CH:33]=2)(=[O:26])=[O:27])[C:6]2=[N:7][CH:8]=[CH:9][C:10]([C:11]3[S:12][C:13]([S:16]([NH:19][CH:20]4[CH2:48][CH2:49][S:44](=[O:52])(=[O:51])[CH2:45][CH2:46]4)(=[O:18])=[O:17])=[CH:14][CH:15]=3)=[C:5]2[CH:4]=1, predict the reactants needed to synthesize it. The reactants are: [F:1][CH:2]([F:34])[C:3]1[N:24]([S:25]([C:28]2[CH:33]=[CH:32][CH:31]=[CH:30][CH:29]=2)(=[O:27])=[O:26])[C:6]2=[N:7][CH:8]=[CH:9][C:10]([C:11]3[S:12][C:13]([S:16]([N:19]4C=CN=[CH:20]4)(=[O:18])=[O:17])=[CH:14][CH:15]=3)=[C:5]2[CH:4]=1.COS(C(F)(F)F)(=O)=O.[S:44]1(=[O:52])(=[O:51])[CH2:49][CH2:48]C(N)[CH2:46][CH2:45]1. (2) Given the product [F:7][C:11]1([CH3:27])[CH2:15][O:14][CH2:13][CH:12]1[NH:16][C:17](=[O:26])[O:18][CH2:19][C:20]1[CH:25]=[CH:24][CH:23]=[CH:22][CH:21]=1, predict the reactants needed to synthesize it. The reactants are: C(N(S(F)(F)[F:7])CC)C.O[C:11]1([CH3:27])[CH2:15][O:14][CH2:13][CH:12]1[NH:16][C:17](=[O:26])[O:18][CH2:19][C:20]1[CH:25]=[CH:24][CH:23]=[CH:22][CH:21]=1. (3) Given the product [Cl:1][C:2]1[S:3][C:4]([S:15]([CH3:18])(=[O:17])=[O:16])=[C:5]2[C:10]3[N:11]=[C:12]([NH:14][S:25]([C:22]4[CH:21]=[CH:20][C:19]([C:29]5[CH:34]=[CH:33][CH:32]=[CH:31][CH:30]=5)=[CH:24][CH:23]=4)(=[O:27])=[O:26])[S:13][C:9]=3[CH2:8][CH2:7][C:6]=12, predict the reactants needed to synthesize it. The reactants are: [Cl:1][C:2]1[S:3][C:4]([S:15]([CH3:18])(=[O:17])=[O:16])=[C:5]2[C:10]3[N:11]=[C:12]([NH2:14])[S:13][C:9]=3[CH2:8][CH2:7][C:6]=12.[C:19]1([C:29]2[CH:34]=[CH:33][CH:32]=[CH:31][CH:30]=2)[CH:24]=[CH:23][C:22]([S:25](Cl)(=[O:27])=[O:26])=[CH:21][CH:20]=1. (4) The reactants are: [CH2:1](Br)[C:2]1[CH:7]=[CH:6][CH:5]=[CH:4][CH:3]=1.Cl.[NH:10]1[CH2:16][CH2:15][CH2:14][C:13](=[O:17])[CH2:12][CH2:11]1.C(=O)([O-])[O-].[K+].[K+]. Given the product [CH2:1]([N:10]1[CH2:16][CH2:15][CH2:14][C:13](=[O:17])[CH2:12][CH2:11]1)[C:2]1[CH:7]=[CH:6][CH:5]=[CH:4][CH:3]=1, predict the reactants needed to synthesize it. (5) Given the product [Br:1][C:2]1[CH:3]=[N:4][N:5]([C:7]2([CH2:18][CH2:19][OH:20])[CH2:10][N:9]([C:11]([O:13][C:14]([CH3:15])([CH3:16])[CH3:17])=[O:12])[CH2:8]2)[CH:6]=1, predict the reactants needed to synthesize it. The reactants are: [Br:1][C:2]1[CH:3]=[N:4][N:5]([C:7]2([CH2:18][C:19](OCC)=[O:20])[CH2:10][N:9]([C:11]([O:13][C:14]([CH3:17])([CH3:16])[CH3:15])=[O:12])[CH2:8]2)[CH:6]=1.[H-].C([Al+]CC(C)C)C(C)C.CCCCCC.CCOC(C)=O. (6) Given the product [F:5][C:6]1[C:7]([C:13]([O:15][CH3:16])=[O:14])=[N:8][CH:9]=[C:10]([F:12])[CH:11]=1, predict the reactants needed to synthesize it. The reactants are: S(Cl)(Cl)=O.[F:5][C:6]1[C:7]([C:13]([OH:15])=[O:14])=[N:8][CH:9]=[C:10]([F:12])[CH:11]=1.[CH3:16]O. (7) Given the product [C:1]([N:8]1[C:16]2[C:11](=[CH:12][C:13]([B:17]([OH:18])[OH:25])=[CH:14][CH:15]=2)[CH:10]=[CH:9]1)([O:3][C:4]([CH3:7])([CH3:6])[CH3:5])=[O:2], predict the reactants needed to synthesize it. The reactants are: [C:1]([N:8]1[C:16]2[C:11](=[CH:12][C:13]([B:17]3[O:25]C(C)(C)C(C)(C)[O:18]3)=[CH:14][CH:15]=2)[CH:10]=[CH:9]1)([O:3][C:4]([CH3:7])([CH3:6])[CH3:5])=[O:2].